This data is from Forward reaction prediction with 1.9M reactions from USPTO patents (1976-2016). The task is: Predict the product of the given reaction. (1) Given the reactants C(C(O)=O)/C=C/CC(O)=O.[C:11](Cl)(=O)[C:12]([Cl:14])=[O:13].[C:19]1([CH2:23][C:24]([Cl:26])=[O:25])[CH:18]=CC=[C:19]([CH2:23][C:24]([Cl:26])=[O:25])[CH:18]=1.C1(CC(O)=O)C=CC=C(CC(O)=O)C=1, predict the reaction product. The product is: [C:24]([Cl:26])(=[O:25])[CH2:23]/[CH:19]=[CH:18]/[CH2:11][C:12]([Cl:14])=[O:13]. (2) Given the reactants [CH2:1](N(CC)CC)C.C[Si](C)(C)Cl.[CH:13]1([C:19]2[CH:43]=[CH:42][C:22]([C:23]([NH:25][C:26]3[CH:30]=[CH:29][S:28][C:27]=3[C:31]([NH:33][CH2:34][CH2:35][CH:36]3[CH2:41][CH2:40]O[CH2:38][CH2:37]3)=[O:32])=O)=[CH:21][CH:20]=2)[CH2:18][CH2:17][CH2:16][CH2:15][CH2:14]1, predict the reaction product. The product is: [CH:36]1([CH2:35][CH2:34][N:33]2[C:31](=[O:32])[C:27]3[S:28][CH:29]=[CH:30][C:26]=3[N:25]=[C:23]2[C:22]2[CH:42]=[CH:43][C:19]([CH:13]3[CH2:18][CH2:17][CH2:16][CH2:15][CH2:14]3)=[CH:20][CH:21]=2)[CH2:41][CH2:40][CH2:1][CH2:38][CH2:37]1. (3) Given the reactants [F:1][C:2]([F:16])([F:15])[C:3]([C:5]1[CH:10]=[CH:9][CH:8]=[C:7]([C:11]([F:14])([F:13])[F:12])[CH:6]=1)=O.[NH:17]1[CH2:27][CH2:26][CH:20]([C:21]([O:23][CH2:24][CH3:25])=[O:22])[CH2:19][CH2:18]1.C([BH3-])#N.[Na+].C(=O)(O)[O-].[Na+], predict the reaction product. The product is: [F:1][C:2]([F:16])([F:15])[CH:3]([N:17]1[CH2:27][CH2:26][CH:20]([C:21]([O:23][CH2:24][CH3:25])=[O:22])[CH2:19][CH2:18]1)[C:5]1[CH:10]=[CH:9][CH:8]=[C:7]([C:11]([F:14])([F:13])[F:12])[CH:6]=1. (4) Given the reactants Cl.[F:2][C:3]1[CH:21]=[C:20]([S:22]([CH3:25])(=[O:24])=[O:23])[CH:19]=[CH:18][C:4]=1[O:5][C@H:6]1[CH2:10][CH2:9][N:8]([CH:11]2[CH2:16][CH2:15][NH:14][CH2:13][CH2:12]2)[C:7]1=[O:17].C(N(CC)CC)C.[Br:33][C:34]1[N:38]=[C:37](Cl)[S:36][N:35]=1, predict the reaction product. The product is: [Br:33][C:34]1[N:38]=[C:37]([N:14]2[CH2:13][CH2:12][CH:11]([N:8]3[CH2:9][CH2:10][C@H:6]([O:5][C:4]4[CH:18]=[CH:19][C:20]([S:22]([CH3:25])(=[O:24])=[O:23])=[CH:21][C:3]=4[F:2])[C:7]3=[O:17])[CH2:16][CH2:15]2)[S:36][N:35]=1. (5) Given the reactants [CH3:1][S:2]([C:5]1[CH:10]=[CH:9][C:8]([C:11](=O)[CH:12]=[CH:13][C:14](=O)[CH3:15])=[CH:7][CH:6]=1)(=[O:4])=[O:3].[O:18]1[CH:22]=[CH:21][CH:20]=[C:19]1[C:23]1[CH:29]=[CH:28][C:26]([NH2:27])=[CH:25][CH:24]=1.O.C1(C)C=CC(S(O)(=O)=O)=CC=1, predict the reaction product. The product is: [O:18]1[CH:22]=[CH:21][CH:20]=[C:19]1[C:23]1[CH:29]=[CH:28][C:26]([N:27]2[C:11]([C:8]3[CH:9]=[CH:10][C:5]([S:2]([CH3:1])(=[O:4])=[O:3])=[CH:6][CH:7]=3)=[CH:12][CH:13]=[C:14]2[CH3:15])=[CH:25][CH:24]=1. (6) Given the reactants Br[C:2]1[CH:3]=[N:4][CH:5]=[C:6]([NH:8][C:9]([O:11][C:12]([CH3:15])([CH3:14])[CH3:13])=[O:10])[CH:7]=1.C(B(CC)[C:19]1[CH:20]=[N:21][CH:22]=[CH:23][CH:24]=1)C.C(=O)([O-])[O-].[K+].[K+], predict the reaction product. The product is: [C:12]([O:11][C:9](=[O:10])[NH:8][C:6]1[CH:7]=[C:2]([C:19]2[CH:20]=[N:21][CH:22]=[CH:23][CH:24]=2)[CH:3]=[N:4][CH:5]=1)([CH3:15])([CH3:14])[CH3:13].